This data is from Forward reaction prediction with 1.9M reactions from USPTO patents (1976-2016). The task is: Predict the product of the given reaction. (1) Given the reactants [CH3:1][O:2][C:3]1[CH:4]=[C:5]2[C:10](=[CH:11][C:12]=1[O:13][CH3:14])[N:9]=C(C1CCNCC1)[N:7]=[C:6]2[N:21]1[CH2:26][CH2:25][N:24]([C:27]2[CH:32]=[CH:31][CH:30]=[CH:29][C:28]=2[O:33][CH3:34])[CH2:23][CH2:22]1.C(OC([N:42]1[CH2:46][CH2:45][CH:44]([C:47](O)=O)[CH2:43]1)=O)(C)(C)C, predict the reaction product. The product is: [CH3:1][O:2][C:3]1[CH:4]=[C:5]2[C:10](=[CH:11][C:12]=1[O:13][CH3:14])[N:9]=[C:47]([CH:44]1[CH2:45][CH2:46][NH:42][CH2:43]1)[N:7]=[C:6]2[N:21]1[CH2:22][CH2:23][N:24]([C:27]2[CH:32]=[CH:31][CH:30]=[CH:29][C:28]=2[O:33][CH3:34])[CH2:25][CH2:26]1. (2) The product is: [Br:1][C:2]1[CH:24]=[CH:23][CH:22]=[CH:21][C:3]=1[O:4][C:5]1[CH:17]=[CH:16][CH:15]=[C:14]([N+:18]([O-:20])=[O:19])[C:6]=1[C:7]([OH:9])=[O:8]. Given the reactants [Br:1][C:2]1[CH:24]=[CH:23][CH:22]=[CH:21][C:3]=1[O:4][C:5]1[CH:17]=[CH:16][CH:15]=[C:14]([N+:18]([O-:20])=[O:19])[C:6]=1[C:7]([O:9]C(C)(C)C)=[O:8].Cl.O1CCOCC1.Cl, predict the reaction product. (3) Given the reactants [F:1][C:2]1[CH:31]=[CH:30][C:5]([NH:6][C:7]2[CH:19]=[C:18](/[CH:20]=[CH:21]/[C:22]3[CH:27]=[CH:26][CH:25]=[C:24]([O:28][CH3:29])[CH:23]=3)[CH:17]=[CH:16][C:8]=2[C:9]([O:11]C(C)(C)C)=[O:10])=[CH:4][CH:3]=1, predict the reaction product. The product is: [F:1][C:2]1[CH:3]=[CH:4][C:5]([NH:6][C:7]2[CH:19]=[C:18](/[CH:20]=[CH:21]/[C:22]3[CH:27]=[CH:26][CH:25]=[C:24]([O:28][CH3:29])[CH:23]=3)[CH:17]=[CH:16][C:8]=2[C:9]([OH:11])=[O:10])=[CH:30][CH:31]=1.